The task is: Predict the reaction yield, written as a fraction of the theoretical maximum amount of product (1.0 means a 100% yield; for example, 0.34 means a 34% yield).. This data is from Reaction yield outcomes from USPTO patents with 853,638 reactions. The reactants are [Cl:1][C:2]1[CH:23]=[CH:22][CH:21]=[C:20]([Cl:24])[C:3]=1[C:4]([NH:6][C@H:7]([C:16]([O:18][CH3:19])=[O:17])[CH2:8][C:9]1[CH:14]=[CH:13][C:12]([OH:15])=[CH:11][CH:10]=1)=[O:5].O[CH2:26][CH2:27][C:28]1[CH:29]=[CH:30][C:31]2[N:36]([CH3:37])[CH2:35][CH2:34][N:33]([C:38]([O:40][C:41]([CH3:44])([CH3:43])[CH3:42])=[O:39])[C:32]=2[N:45]=1.C1(P(C2C=CC=CC=2)C2C=CC=CC=2)C=CC=CC=1. The catalyst is ClCCl. The product is [Cl:1][C:2]1[CH:23]=[CH:22][CH:21]=[C:20]([Cl:24])[C:3]=1[C:4]([NH:6][C@H:7]([C:16]([O:18][CH3:19])=[O:17])[CH2:8][C:9]1[CH:10]=[CH:11][C:12]([O:15][CH2:26][CH2:27][C:28]2[CH:29]=[CH:30][C:31]3[N:36]([CH3:37])[CH2:35][CH2:34][N:33]([C:38]([O:40][C:41]([CH3:44])([CH3:43])[CH3:42])=[O:39])[C:32]=3[N:45]=2)=[CH:13][CH:14]=1)=[O:5]. The yield is 0.750.